Dataset: Full USPTO retrosynthesis dataset with 1.9M reactions from patents (1976-2016). Task: Predict the reactants needed to synthesize the given product. (1) The reactants are: [OH-].[OH:2][CH2:3][CH2:4][CH2:5][N+:6]1[CH:10]=[CH:9][N:8]([CH3:11])[CH:7]=1.[F:12][P-:13]([F:18])([F:17])([F:16])([F:15])[F:14].[H+]. Given the product [F:12][P-:13]([F:18])([F:17])([F:16])([F:15])[F:14].[OH:2][CH2:3][CH2:4][CH2:5][N+:6]1[CH:10]=[CH:9][N:8]([CH3:11])[CH:7]=1, predict the reactants needed to synthesize it. (2) Given the product [Cl:1][C:2]1[CH:21]=[CH:20][C:19]([CH2:22][NH:30][CH2:29][CH2:28][NH:27][CH:24]([CH3:26])[CH3:25])=[CH:18][C:3]=1[C:4]([NH:6][CH2:7][C:8]12[CH2:15][CH:14]3[CH2:13][CH:12]([CH2:11][CH:10]([CH2:16]3)[CH2:9]1)[CH2:17]2)=[O:5], predict the reactants needed to synthesize it. The reactants are: [Cl:1][C:2]1[CH:21]=[CH:20][C:19]([CH:22]=O)=[CH:18][C:3]=1[C:4]([NH:6][CH2:7][C:8]12[CH2:17][CH:12]3[CH2:13][CH:14]([CH2:16][CH:10]([CH2:11]3)[CH2:9]1)[CH2:15]2)=[O:5].[CH:24]([NH:27][CH2:28][CH2:29][NH2:30])([CH3:26])[CH3:25]. (3) The reactants are: [C:1]([O:5][C:6]([N:8]1[CH2:13]CC(=O)[CH2:10][CH2:9]1)=[O:7])([CH3:4])([CH3:3])[CH3:2].[H-].[Na+].I[CH3:18].[O:19]1[CH2:23][CH2:22][CH2:21]C1. Given the product [C:1]([O:5][C:6]([N:8]1[CH2:9][CH2:10][C:23](=[O:19])[C:22]([CH3:21])([CH3:18])[CH2:13]1)=[O:7])([CH3:4])([CH3:3])[CH3:2], predict the reactants needed to synthesize it. (4) Given the product [F:41][C:19]1[CH:20]=[C:21]([NH:24][C:25]([C:27]2[C:32](=[O:33])[N:31]([C:34]3[CH:35]=[CH:36][C:37]([F:40])=[CH:38][CH:39]=3)[N:30]=[CH:29][CH:28]=2)=[O:26])[CH:22]=[CH:23][C:18]=1[O:17][C:16]1[CH:15]=[CH:14][N:13]=[C:12]2[N:8]([CH2:7][C:6]3[CH:5]=[CH:4][C:3]([O:2][CH3:1])=[CH:56][CH:55]=3)[N:9]=[C:10]([CH:42]3[CH2:47][CH2:46][NH:45][CH2:44][CH2:43]3)[C:11]=12, predict the reactants needed to synthesize it. The reactants are: [CH3:1][O:2][C:3]1[CH:56]=[CH:55][C:6]([CH2:7][N:8]2[C:12]3=[N:13][CH:14]=[CH:15][C:16]([O:17][C:18]4[CH:23]=[CH:22][C:21]([NH:24][C:25]([C:27]5[C:32](=[O:33])[N:31]([C:34]6[CH:39]=[CH:38][C:37]([F:40])=[CH:36][CH:35]=6)[N:30]=[CH:29][CH:28]=5)=[O:26])=[CH:20][C:19]=4[F:41])=[C:11]3[C:10]([CH:42]3[CH2:47][CH2:46][N:45](C(OC(C)(C)C)=O)[CH2:44][CH2:43]3)=[N:9]2)=[CH:5][CH:4]=1.FC(F)(F)C(O)=O. (5) The reactants are: C[O-].[Na+].C([O:12][CH2:13][C@H:14]1[CH2:18][N:17]([C:19]([O:21][C:22]([CH3:25])([CH3:24])[CH3:23])=[O:20])[CH2:16][C@@H:15]1[O:26][Si:27]([C:30]([CH3:33])([CH3:32])[CH3:31])([CH3:29])[CH3:28])(=O)C1C=CC=CC=1. Given the product [Si:27]([O:26][C@@H:15]1[C@@H:14]([CH2:13][OH:12])[CH2:18][N:17]([C:19]([O:21][C:22]([CH3:25])([CH3:24])[CH3:23])=[O:20])[CH2:16]1)([C:30]([CH3:33])([CH3:32])[CH3:31])([CH3:29])[CH3:28], predict the reactants needed to synthesize it. (6) Given the product [Cl:1][C:2]1[CH:3]=[C:4]([CH:27]=[CH:28][C:29]=1[Cl:30])[CH2:5][C:6]1[N:7]=[C:8]([N:21]2[CH2:22][CH2:23][O:24][CH2:25][CH2:26]2)[S:9][C:10]=1[C:11]([NH:13][OH:14])=[O:12], predict the reactants needed to synthesize it. The reactants are: [Cl:1][C:2]1[CH:3]=[C:4]([CH:27]=[CH:28][C:29]=1[Cl:30])[CH2:5][C:6]1[N:7]=[C:8]([N:21]2[CH2:26][CH2:25][O:24][CH2:23][CH2:22]2)[S:9][C:10]=1[C:11]([NH:13][O:14]C1CCCCO1)=[O:12].FC(F)(F)C(O)=O. (7) Given the product [F:1][C:2]1[C:7]([F:8])=[CH:6][N:5]=[C:4]2[NH:9][CH:10]=[C:11]([NH:12][C:16](=[O:17])[C@H:15]([O:14][CH3:13])[CH3:19])[C:3]=12, predict the reactants needed to synthesize it. The reactants are: [F:1][C:2]1[C:7]([F:8])=[CH:6][N:5]=[C:4]2[NH:9][CH:10]=[C:11]([NH2:12])[C:3]=12.[CH3:13][O:14][C@H:15]([CH3:19])[C:16](O)=[O:17].C1N(P(Cl)(N2C(=O)OCC2)=O)C(=O)OC1.[Li+].[OH-].